This data is from Reaction yield outcomes from USPTO patents with 853,638 reactions. The task is: Predict the reaction yield, written as a fraction of the theoretical maximum amount of product (1.0 means a 100% yield; for example, 0.34 means a 34% yield). (1) The reactants are Cl[C:2]1[CH:7]=[CH:6][N:5]=[CH:4][C:3]=1[N+:8]([O-:10])=[O:9].[CH3:11][C@@H:12]1[CH2:17][NH:16][CH2:15][C@H:14]2[NH:18][C:19](=[O:21])[O:20][C@@H:13]12.N1CCCCC1.[C:28](O[C:28]([O:30][C:31]([CH3:34])([CH3:33])[CH3:32])=[O:29])([O:30][C:31]([CH3:34])([CH3:33])[CH3:32])=[O:29].CN(C1C=CC=CN=1)C. The catalyst is C(Cl)Cl. The product is [CH3:11][C@@H:12]1[CH2:17][N:16]([C:2]2[CH:7]=[CH:6][N:5]=[CH:4][C:3]=2[N+:8]([O-:10])=[O:9])[CH2:15][C@H:14]2[N:18]([C:28]([O:30][C:31]([CH3:34])([CH3:33])[CH3:32])=[O:29])[C:19](=[O:21])[O:20][C@@H:13]12. The yield is 0.620. (2) The reactants are C([O:3][C:4](=[O:43])[CH:5]([O:7][P:8]([CH2:17][CH2:18][NH:19][C:20](=[O:42])[C:21]1[CH:26]=[CH:25][C:24]([N:27]([CH2:29][C:30]2[N:31]=[C:32]3[C:37](=[N:38][CH:39]=2)[N:36]=[C:35]([NH2:40])[N:34]=[C:33]3[NH2:41])[CH3:28])=[CH:23][CH:22]=1)([O:10][C:11]1[CH:16]=[CH:15][CH:14]=[CH:13][CH:12]=1)=[O:9])[CH3:6])C.[OH-].[Na+]. The catalyst is CN(C=O)C.C(#N)C.O. The product is [NH2:40][C:35]1[N:34]=[C:33]([NH2:41])[C:32]2[C:37](=[N:38][CH:39]=[C:30]([CH2:29][N:27]([CH3:28])[C:24]3[CH:25]=[CH:26][C:21]([C:20]([NH:19][CH2:18][CH2:17][P:8]([O:10][C:11]4[CH:12]=[CH:13][CH:14]=[CH:15][CH:16]=4)([O:7][CH:5]([CH3:6])[C:4]([OH:43])=[O:3])=[O:9])=[O:42])=[CH:22][CH:23]=3)[N:31]=2)[N:36]=1. The yield is 0.713. (3) The catalyst is [Pd].C(O)C. The reactants are [C:1]([O:5][C:6](=[O:23])[C:7]1[CH:12]=[CH:11][C:10]([N:13]2[CH2:18][CH2:17][N:16]([CH3:19])[CH2:15][CH2:14]2)=[CH:9][C:8]=1[N+:20]([O-])=O)([CH3:4])([CH3:3])[CH3:2]. The yield is 0.950. The product is [C:1]([O:5][C:6](=[O:23])[C:7]1[CH:12]=[CH:11][C:10]([N:13]2[CH2:18][CH2:17][N:16]([CH3:19])[CH2:15][CH2:14]2)=[CH:9][C:8]=1[NH2:20])([CH3:4])([CH3:2])[CH3:3]. (4) The reactants are Br[CH2:2][CH:3]1[CH2:8][CH2:7][CH2:6][CH2:5][O:4]1.[CH2:9]([NH:16][C:17]([C:19]1[S:23][C:22]([N:24]2[CH:29]=[CH:28][C:27]([OH:30])=[CH:26][C:25]2=[O:31])=[N:21][C:20]=1[CH3:32])=[O:18])[C:10]1[CH:15]=[CH:14][CH:13]=[CH:12][CH:11]=1. No catalyst specified. The product is [CH2:9]([NH:16][C:17]([C:19]1[S:23][C:22]([N:24]2[CH:29]=[CH:28][C:27]([O:30][CH2:2][CH:3]3[CH2:8][CH2:7][CH2:6][CH2:5][O:4]3)=[CH:26][C:25]2=[O:31])=[N:21][C:20]=1[CH3:32])=[O:18])[C:10]1[CH:15]=[CH:14][CH:13]=[CH:12][CH:11]=1. The yield is 0.660. (5) The reactants are [CH3:1][C:2]1([CH3:26])[O:6][C@H:5]([CH2:7][N:8]2[C:16]3[C:11](=[CH:12][C:13]([N+:18]([O-])=O)=[C:14]([F:17])[CH:15]=3)[CH:10]=[C:9]2[C:21]([CH3:25])([CH3:24])[CH2:22][OH:23])[CH2:4][O:3]1. The catalyst is C(O)C. The product is [NH2:18][C:13]1[CH:12]=[C:11]2[C:16](=[CH:15][C:14]=1[F:17])[N:8]([CH2:7][C@@H:5]1[CH2:4][O:3][C:2]([CH3:1])([CH3:26])[O:6]1)[C:9]([C:21]([CH3:25])([CH3:24])[CH2:22][OH:23])=[CH:10]2. The yield is 0.790. (6) The reactants are C(O[BH-](OC(=O)C)OC(=O)C)(=O)C.[Na+].[NH2:15][C@H:16]1[CH2:21][CH2:20][CH2:19][N:18]([CH2:22][C:23]2[C:44]([C:45]([F:48])([F:47])[F:46])=[CH:43][C:26]([C:27]([NH:29][CH2:30][C:31]3[CH:36]=[C:35]([Cl:37])[CH:34]=[CH:33][C:32]=3[S:38]([CH2:41][CH3:42])(=[O:40])=[O:39])=[O:28])=[CH:25][C:24]=2[Cl:49])[CH2:17]1.[O:50]1[CH2:53][C:52](=O)[CH2:51]1.O. The catalyst is C(Cl)(Cl)Cl. The product is [Cl:49][C:24]1[CH:25]=[C:26]([CH:43]=[C:44]([C:45]([F:48])([F:47])[F:46])[C:23]=1[CH2:22][N:18]1[CH2:19][CH2:20][CH2:21][C@H:16]([NH:15][CH:52]2[CH2:53][O:50][CH2:51]2)[CH2:17]1)[C:27]([NH:29][CH2:30][C:31]1[CH:36]=[C:35]([Cl:37])[CH:34]=[CH:33][C:32]=1[S:38]([CH2:41][CH3:42])(=[O:40])=[O:39])=[O:28]. The yield is 0.490. (7) The reactants are [OH:1][C:2]1[CH:3]=[N:4][CH:5]=[CH:6][C:7]=1[NH2:8].[NH2:9][C:10]1[CH:18]=[CH:17][CH:16]=[CH:15][C:11]=1[C:12](O)=O. No catalyst specified. The product is [N:8]1[C:7]2[CH:6]=[CH:5][N:4]=[CH:3][C:2]=2[O:1][C:12]=1[C:11]1[CH:15]=[CH:16][CH:17]=[CH:18][C:10]=1[NH2:9]. The yield is 0.310. (8) The reactants are [CH2:1]([NH:13][C:14](=[O:36])[C:15]1[CH:20]=[C:19]([C:21]2[CH:26]=[CH:25][CH:24]=[C:23]([C:27]([F:30])([F:29])[F:28])[CH:22]=2)[C:18]([O:31][CH2:32][CH2:33]Br)=[C:17]([Br:35])[CH:16]=1)[CH2:2][CH2:3][CH2:4][CH2:5][CH2:6][CH2:7][CH2:8][CH2:9][CH2:10][CH2:11][CH3:12].[NH:37]1[CH2:42][CH2:41][O:40][CH2:39][CH2:38]1.C([O-])([O-])=O.[K+].[K+]. The catalyst is CC#N. The product is [CH2:1]([NH:13][C:14]([C:15]1[CH:20]=[C:19]([C:21]2[CH:26]=[CH:25][CH:24]=[C:23]([C:27]([F:30])([F:28])[F:29])[CH:22]=2)[C:18]([O:31][CH2:32][CH2:33][N:37]2[CH2:42][CH2:41][O:40][CH2:39][CH2:38]2)=[C:17]([Br:35])[CH:16]=1)=[O:36])[CH2:2][CH2:3][CH2:4][CH2:5][CH2:6][CH2:7][CH2:8][CH2:9][CH2:10][CH2:11][CH3:12]. The yield is 1.00. (9) The reactants are [OH:1][C:2]1[C:11]2[C:6](=[CH:7][CH:8]=[CH:9][CH:10]=2)[C:5]([CH2:15][CH2:16][CH3:17])([CH2:12][CH2:13][CH3:14])[C:4](=[O:18])[C:3]=1[C:19](OCC)=[O:20].[NH2:24][C:25]1[CH:30]=[CH:29][C:28]([O:31][CH2:32][C:33]2[CH:38]=[CH:37][CH:36]=[CH:35][CH:34]=2)=[CH:27][C:26]=1[S:39]([NH2:42])(=[O:41])=[O:40]. The catalyst is C1(C)C=CC=CC=1. The product is [NH2:42][S:39]([C:26]1[CH:27]=[C:28]([O:31][CH2:32][C:33]2[CH:38]=[CH:37][CH:36]=[CH:35][CH:34]=2)[CH:29]=[CH:30][C:25]=1[NH:24][C:19]([C:3]1[C:4](=[O:18])[C:5]([CH2:15][CH2:16][CH3:17])([CH2:12][CH2:13][CH3:14])[C:6]2[C:11](=[CH:10][CH:9]=[CH:8][CH:7]=2)[C:2]=1[OH:1])=[O:20])(=[O:40])=[O:41]. The yield is 1.00.